This data is from Forward reaction prediction with 1.9M reactions from USPTO patents (1976-2016). The task is: Predict the product of the given reaction. (1) Given the reactants [CH3:1][C:2]1[NH:3][C:4]2[C:9]([CH:10]=1)=[CH:8][C:7]([CH3:11])=[CH:6][CH:5]=2.Cl[C:13]1[C:17]2[CH:18]=[CH:19][CH:20]=[CH:21][C:16]=2[S:15][N:14]=1, predict the reaction product. The product is: [CH3:1][C:2]1[NH:3][C:4]2[C:9]([C:10]=1[C:13]1[C:17]3[CH:18]=[CH:19][CH:20]=[CH:21][C:16]=3[S:15][N:14]=1)=[CH:8][C:7]([CH3:11])=[CH:6][CH:5]=2. (2) Given the reactants [NH2:1][C:2]1[CH:11]=[C:10]([C:12]([O:14][CH3:15])=[O:13])[CH:9]=[CH:8][C:3]=1[C:4](OC)=[O:5].Cl.[C:17](Cl)(=[NH:19])[NH2:18].CS(C)(=O)=O, predict the reaction product. The product is: [NH2:18][C:17]1[NH:19][C:4](=[O:5])[C:3]2[C:2](=[CH:11][C:10]([C:12]([O:14][CH3:15])=[O:13])=[CH:9][CH:8]=2)[N:1]=1. (3) Given the reactants CO[C:3]1[CH:8]=[C:7]([N+:9]([O-:11])=[O:10])[CH:6]=[CH:5][N:4]=1.S([O-])([O:15][CH3:16])(=O)=O.ClCCCl.[C-:22]#[N:23].[Na+], predict the reaction product. The product is: [C:22]([C:3]1[C:8]([O:15][CH3:16])=[C:7]([N+:9]([O-:11])=[O:10])[CH:6]=[CH:5][N:4]=1)#[N:23]. (4) Given the reactants [Cl:1][C:2]1[CH:3]=[CH:4][C:5]([CH3:29])=[C:6]([C@H:8]([O:22][CH2:23][C:24](OCC)=[O:25])[C@@H:9]2[CH2:14][CH2:13][CH2:12][N:11]([C:15]([O:17][C:18]([CH3:21])([CH3:20])[CH3:19])=[O:16])[CH2:10]2)[CH:7]=1.[BH4-].[Na+], predict the reaction product. The product is: [Cl:1][C:2]1[CH:3]=[CH:4][C:5]([CH3:29])=[C:6]([C@H:8]([O:22][CH2:23][CH2:24][OH:25])[C@@H:9]2[CH2:14][CH2:13][CH2:12][N:11]([C:15]([O:17][C:18]([CH3:20])([CH3:21])[CH3:19])=[O:16])[CH2:10]2)[CH:7]=1. (5) The product is: [CH2:1]([N:8]1[C:16]2[C:11](=[CH:12][C:13]([C:17]([O:19][CH3:20])=[O:18])=[CH:14][CH:15]=2)[CH:10]([CH3:21])[CH2:9]1)[C:2]1[CH:3]=[CH:4][CH:5]=[CH:6][CH:7]=1. Given the reactants [CH2:1]([N:8]1[C:16]2[C:11](=[CH:12][C:13]([C:17]([O:19][CH3:20])=[O:18])=[CH:14][CH:15]=2)[C:10]([CH:21]=O)=[CH:9]1)[C:2]1[CH:7]=[CH:6][CH:5]=[CH:4][CH:3]=1.C([SiH](CC)CC)C, predict the reaction product. (6) The product is: [CH3:1][C:2]1[C:3]([N:9]2[CH2:10][CH2:11][N:12]([C:20]([C:19]3[CH:23]=[CH:24][C:16]([I:15])=[CH:17][CH:18]=3)=[O:21])[CH2:13][CH2:14]2)=[N:4][CH:5]=[C:6]([CH3:8])[CH:7]=1. Given the reactants [CH3:1][C:2]1[C:3]([N:9]2[CH2:14][CH2:13][NH:12][CH2:11][CH2:10]2)=[N:4][CH:5]=[C:6]([CH3:8])[CH:7]=1.[I:15][C:16]1[CH:24]=[CH:23][C:19]([C:20](Cl)=[O:21])=[CH:18][CH:17]=1, predict the reaction product.